From a dataset of Serine/threonine kinase 33 screen with 319,792 compounds. Binary Classification. Given a drug SMILES string, predict its activity (active/inactive) in a high-throughput screening assay against a specified biological target. (1) The drug is O(C(=O)CCC(=O)c1ccc(cc1)C)CC(=O)Nc1cc2[nH]c(=O)[nH]c2cc1. The result is 0 (inactive). (2) The compound is s1c2c(CCCCC2)c(c1N)C(=O)N. The result is 1 (active). (3) The compound is O1CCN(CC1)c1ccc(NC(=O)COc2c([N+]([O-])=O)cc(OC)cc2)cc1. The result is 0 (inactive). (4) The molecule is s1c2c(n(Cc3c(ccc(c3)C)C)c(=O)n(c2=O)c2ccc(cc2)CC(=O)NCc2occc2)cc1. The result is 0 (inactive). (5) The drug is Fc1c(Nc2c(cccc2)C)c(c(F)c(F)c1F)C(O)=O. The result is 0 (inactive). (6) The drug is Clc1c(NC(=O)COC(=O)CCOc2c(OC)cccc2)ncc(Cl)c1. The result is 0 (inactive). (7) The drug is S(=O)(=O)(NCC1CCC(CC1)C(=O)NCc1cc2OCOc2cc1)c1ccccc1. The result is 0 (inactive).